From a dataset of Forward reaction prediction with 1.9M reactions from USPTO patents (1976-2016). Predict the product of the given reaction. Given the reactants CC(C[C@H](CN)CC(O)=O)C.OC1O[C@H](CO)[C@@H](O[C@@H]2O[C@H](CO)[C@H](O)[C@H](O)[C@H]2O)[C@H](O)[C@H]1O.[OH:35][CH:36]1[CH:41]([OH:42])[CH:40]([O:43][CH:44]2[CH:49]([OH:50])[CH:48]([OH:51])[CH:47]([OH:52])[CH:46]([CH2:53][OH:54])[O:45]2)[CH:39]([CH2:55][OH:56])[O:38][CH:37]1[N:57]1[CH2:61][C@@H:60]([CH2:62][CH:63]([CH3:65])[CH3:64])[CH2:59][C:58]1=[O:66].O[C@H]1O[C@H](CO)[C@@H](O[C@@H]2O[C@H](CO)[C@H](O)[C@H](O)[C@H]2O)[C@H](O)[C@H]1O, predict the reaction product. The product is: [CH2:62]([C@@H:60]1[CH2:61][N:57]([CH2:37][C:36]2([OH:35])[CH:41]([OH:42])[CH:40]([O:43][CH:44]3[CH:49]([OH:50])[CH:48]([OH:51])[CH:47]([OH:52])[CH:46]([CH2:53][OH:54])[O:45]3)[CH:39]([OH:38])[CH2:55][O:56]2)[C:58](=[O:66])[CH2:59]1)[CH:63]([CH3:65])[CH3:64].[OH:35][C:36]1([CH2:37][N:57]2[CH2:61][C@@H:60]([CH2:62][CH:63]([CH3:65])[CH3:64])[CH2:59][C:58]2=[O:66])[CH:41]([OH:42])[CH:40]([O:43][CH:44]2[CH:49]([OH:50])[CH:48]([OH:51])[CH:47]([OH:52])[CH:46]([CH2:53][OH:54])[O:45]2)[CH:39]([CH2:55][OH:56])[O:38]1.[OH:35][CH:36]1[CH:41]([OH:42])[CH:40]([O:43][CH:44]2[CH:49]([OH:50])[CH:48]([OH:51])[CH:47]([OH:52])[CH:46]([CH2:53][OH:54])[O:45]2)[CH:39]([CH2:55][OH:56])[O:38][CH:37]1[N:57]1[CH2:61][C@@H:60]([CH2:62][CH:63]([CH3:64])[CH3:65])[CH2:59][C:58]1=[O:66].